From a dataset of Reaction yield outcomes from USPTO patents with 853,638 reactions. Predict the reaction yield, written as a fraction of the theoretical maximum amount of product (1.0 means a 100% yield; for example, 0.34 means a 34% yield). The reactants are [CH3:1][NH:2][S:3]([CH3:6])(=[O:5])=[O:4].C(#N)C.[F:10][C:11]1[CH:16]=[CH:15][C:14]([C:17]2[C:22]([C:23]([O:25][CH3:26])=[O:24])=[C:21]([CH:27]([CH3:29])[CH3:28])[N:20]=[C:19](OS(C3C=CC(C)=CC=3)(=O)=O)[N:18]=2)=[CH:13][CH:12]=1. The catalyst is O. The product is [F:10][C:11]1[CH:12]=[CH:13][C:14]([C:17]2[C:22]([C:23]([O:25][CH3:26])=[O:24])=[C:21]([CH:27]([CH3:29])[CH3:28])[N:20]=[C:19]([N:2]([CH3:1])[S:3]([CH3:6])(=[O:5])=[O:4])[N:18]=2)=[CH:15][CH:16]=1. The yield is 0.750.